Task: Regression. Given a peptide amino acid sequence and an MHC pseudo amino acid sequence, predict their binding affinity value. This is MHC class I binding data.. Dataset: Peptide-MHC class I binding affinity with 185,985 pairs from IEDB/IMGT (1) The peptide sequence is LLNNSLGSV. The MHC is HLA-A02:01 with pseudo-sequence HLA-A02:01. The binding affinity (normalized) is 0.872. (2) The peptide sequence is GPRGRHVVL. The MHC is HLA-B15:17 with pseudo-sequence HLA-B15:17. The binding affinity (normalized) is 0.0847. (3) The peptide sequence is LVGKLNWASQIY. The MHC is HLA-A02:02 with pseudo-sequence HLA-A02:02. The binding affinity (normalized) is 0.108. (4) The peptide sequence is FMDEIDHESY. The MHC is HLA-A31:01 with pseudo-sequence HLA-A31:01. The binding affinity (normalized) is 0.0759. (5) The peptide sequence is TYIGSLPGK. The MHC is HLA-A01:01 with pseudo-sequence HLA-A01:01. The binding affinity (normalized) is 0.0847. (6) The peptide sequence is LADTSLSGY. The MHC is HLA-A69:01 with pseudo-sequence HLA-A69:01. The binding affinity (normalized) is 0.0847. (7) The peptide sequence is RIPNSLHSL. The MHC is Mamu-A01 with pseudo-sequence Mamu-A01. The binding affinity (normalized) is 0.609. (8) The peptide sequence is QNIHPVTI. The MHC is H-2-Kb with pseudo-sequence H-2-Kb. The binding affinity (normalized) is 0.0735. (9) The peptide sequence is FHFFVHTLL. The MHC is HLA-B15:09 with pseudo-sequence HLA-B15:09. The binding affinity (normalized) is 0.626. (10) The peptide sequence is KTFVDLMRR. The MHC is HLA-A31:01 with pseudo-sequence HLA-A31:01. The binding affinity (normalized) is 0.898.